This data is from Full USPTO retrosynthesis dataset with 1.9M reactions from patents (1976-2016). The task is: Predict the reactants needed to synthesize the given product. (1) Given the product [CH2:13]([O:12][C:10]([N:6]1[CH2:7][CH2:8][CH2:9][C@@H:5]1[C@@H:3]([NH:2][C:49]([C:45]1[CH:44]=[C:43]2[C:48](=[CH:47][CH:46]=1)[N:40]([CH2:39][C:36]1[CH:35]=[CH:34][C:33]([C:28]3[C:27]([C:25]([OH:26])=[O:24])=[CH:32][CH:31]=[CH:30][CH:29]=3)=[CH:38][CH:37]=1)[C:41]([CH3:53])=[C:42]2[CH3:52])=[O:50])[CH3:4])=[O:11])[C:14]1[CH:15]=[CH:16][CH:17]=[CH:18][CH:19]=1, predict the reactants needed to synthesize it. The reactants are: Cl.[NH2:2][C@H:3]([C@H:5]1[CH2:9][CH2:8][CH2:7][N:6]1[C:10]([O:12][CH2:13][C:14]1[CH:19]=[CH:18][CH:17]=[CH:16][CH:15]=1)=[O:11])[CH3:4].C([O:24][C:25]([C:27]1[CH:32]=[CH:31][CH:30]=[CH:29][C:28]=1[C:33]1[CH:38]=[CH:37][C:36]([CH2:39][N:40]2[C:48]3[C:43](=[CH:44][C:45]([C:49](O)=[O:50])=[CH:46][CH:47]=3)[C:42]([CH3:52])=[C:41]2[CH3:53])=[CH:35][CH:34]=1)=[O:26])(C)(C)C. (2) Given the product [Br:1][C:2]1[CH:3]=[CH:4][C:5]([N:11]2[CH2:16][CH2:15][O:14][CH2:13][CH2:12]2)=[C:6]([C:7]([N:28]2[CH2:27][CH2:26][N:25]([C:22]3[CH:21]=[CH:20][C:19]([C:18]([F:31])([F:32])[F:17])=[CH:24][CH:23]=3)[CH2:30][CH2:29]2)=[O:8])[CH:10]=1, predict the reactants needed to synthesize it. The reactants are: [Br:1][C:2]1[CH:3]=[CH:4][C:5]([N:11]2[CH2:16][CH2:15][O:14][CH2:13][CH2:12]2)=[C:6]([CH:10]=1)[C:7](Cl)=[O:8].[F:17][C:18]([F:32])([F:31])[C:19]1[CH:24]=[CH:23][C:22]([N:25]2[CH2:30][CH2:29][NH:28][CH2:27][CH2:26]2)=[CH:21][CH:20]=1. (3) Given the product [O:51]1[CH2:26][CH2:53][O:52][CH:50]1[C:48]1[O:49][C:45]([S:42]([N:14]2[C:10]([C:9]3[C:4]([F:3])=[N:5][CH:6]=[CH:7][CH:8]=3)=[C:11]([F:25])[C:12]([CH2:15][N:16]([CH3:24])[C:17](=[O:23])[O:18][C:19]([CH3:21])([CH3:22])[CH3:20])=[CH:13]2)(=[O:44])=[O:43])=[CH:46][CH:47]=1, predict the reactants needed to synthesize it. The reactants are: [H-].[Na+].[F:3][C:4]1[C:9]([C:10]2[NH:14][CH:13]=[C:12]([CH2:15][N:16]([CH3:24])[C:17](=[O:23])[O:18][C:19]([CH3:22])([CH3:21])[CH3:20])[C:11]=2[F:25])=[CH:8][CH:7]=[CH:6][N:5]=1.[CH2:26]1OCCOCCOCCOCCOC1.Cl[S:42]([C:45]1[O:49][C:48]([C:50]([O:52][CH3:53])=[O:51])=[CH:47][CH:46]=1)(=[O:44])=[O:43].